From a dataset of Full USPTO retrosynthesis dataset with 1.9M reactions from patents (1976-2016). Predict the reactants needed to synthesize the given product. (1) The reactants are: [CH3:1][O:2][C:3]1[CH:4]=[C:5]([CH:8]=[CH:9][C:10]=1[O:11][CH2:12][C:13]1[N:14]=[C:15]([C:19]2[CH:20]=[N:21][CH:22]=[CH:23][CH:24]=2)[O:16][C:17]=1[CH3:18])[CH:6]=[O:7].C(O)C.[BH4-].[Na+].O. Given the product [CH3:1][O:2][C:3]1[CH:4]=[C:5]([CH2:6][OH:7])[CH:8]=[CH:9][C:10]=1[O:11][CH2:12][C:13]1[N:14]=[C:15]([C:19]2[CH:20]=[N:21][CH:22]=[CH:23][CH:24]=2)[O:16][C:17]=1[CH3:18], predict the reactants needed to synthesize it. (2) The reactants are: [F:1][C:2]([F:24])([F:23])[C:3]1[CH:22]=[CH:21][C:6]([CH2:7][N:8]2[C:16]3[C:11](=[CH:12][CH:13]=[CH:14][C:15]=3[C:17]([O:19]C)=[O:18])[CH:10]=[CH:9]2)=[CH:5][CH:4]=1.[OH-].[K+]. Given the product [F:23][C:2]([F:1])([F:24])[C:3]1[CH:22]=[CH:21][C:6]([CH2:7][N:8]2[C:16]3[C:11](=[CH:12][CH:13]=[CH:14][C:15]=3[C:17]([OH:19])=[O:18])[CH:10]=[CH:9]2)=[CH:5][CH:4]=1, predict the reactants needed to synthesize it. (3) Given the product [OH:11][CH2:10][C@H:9]([NH:8][C:1](=[O:7])[CH2:2][CH2:3][CH:4]=[CH2:5])[C:12]1[CH:17]=[CH:16][CH:15]=[CH:14][CH:13]=1, predict the reactants needed to synthesize it. The reactants are: [C:1]([OH:7])(=O)[CH2:2][CH2:3][CH:4]=[CH2:5].[NH2:8][C@H:9]([C:12]1[CH:17]=[CH:16][CH:15]=[CH:14][CH:13]=1)[CH2:10][OH:11]. (4) Given the product [O:48]1[CH2:53][CH2:52][CH:51]([CH2:54][NH:55][C:14]([C:11]2[CH:10]=[C:9]([CH2:8][O:7][CH2:6][C:5]3[CH:4]=[CH:3][C:2]([Cl:1])=[CH:18][CH:17]=3)[O:13][N:12]=2)=[O:16])[CH2:50][CH2:49]1, predict the reactants needed to synthesize it. The reactants are: [Cl:1][C:2]1[CH:18]=[CH:17][C:5]([CH2:6][O:7][CH2:8][C:9]2[O:13][N:12]=[C:11]([C:14]([OH:16])=O)[CH:10]=2)=[CH:4][CH:3]=1.C(N(CC)CC)C.Cl.C(N=C=NCCCN(C)C)C.ON1C2C=CC=CC=2N=N1.[O:48]1[CH2:53][CH2:52][CH:51]([CH2:54][NH2:55])[CH2:50][CH2:49]1. (5) Given the product [CH3:9][O:10][C:11]1[C:12]([C:5](=[O:7])[CH3:6])=[CH:13][C:14]2[CH2:15][CH2:16][CH2:17][C:18]([CH3:22])([CH3:21])[C:19]=2[CH:20]=1, predict the reactants needed to synthesize it. The reactants are: [Cl-].[Al+3].[Cl-].[Cl-].[C:5](Cl)(=[O:7])[CH3:6].[CH3:9][O:10][C:11]1[CH:20]=[C:19]2[C:14]([CH2:15][CH2:16][CH2:17][C:18]2([CH3:22])[CH3:21])=[CH:13][CH:12]=1. (6) The reactants are: [NH2:1][C:2]1[CH:7]=[C:6]([C:8]2[CH:13]=[CH:12][C:11]([CH3:14])=[C:10]([CH3:15])[CH:9]=2)[N:5]=[C:4]([C:16]([O:18]C)=[O:17])[C:3]=1[Cl:20]. Given the product [NH2:1][C:2]1[CH:7]=[C:6]([C:8]2[CH:13]=[CH:12][C:11]([CH3:14])=[C:10]([CH3:15])[CH:9]=2)[N:5]=[C:4]([C:16]([OH:18])=[O:17])[C:3]=1[Cl:20], predict the reactants needed to synthesize it.